Binary Classification. Given a miRNA mature sequence and a target amino acid sequence, predict their likelihood of interaction. From a dataset of Experimentally validated miRNA-target interactions with 360,000+ pairs, plus equal number of negative samples. The miRNA is hsa-miR-4320 with sequence GGGAUUCUGUAGCUUCCU. The protein sequence of the target gene is MADEKPKEGVKTENNDHINLKVAGQDGSVVQFKIKRHTPLSKLMKAYCERQGLSMRQIRFRFDGQPINETDTPAQLEMEDEDTIDVFQQQTGGVY. Result: 1 (interaction).